This data is from Forward reaction prediction with 1.9M reactions from USPTO patents (1976-2016). The task is: Predict the product of the given reaction. Given the reactants [CH2:1]([N:8]1[CH2:12][C@H:11]([C:13]2[CH:18]=[C:17]([F:19])[C:16]([F:20])=[CH:15][C:14]=2[F:21])[C@@H:10](C(O)=O)[CH2:9]1)[C:2]1[CH:7]=[CH:6][CH:5]=[CH:4][CH:3]=1.C([N:27]([CH2:30]C)CC)C.C1(P(N=[N+]=[N-])(C2C=CC=CC=2)=[O:39])C=CC=CC=1.[C:49]([OH:53])([CH3:52])([CH3:51])[CH3:50], predict the reaction product. The product is: [CH2:1]([N:8]1[CH2:12][C@H:11]([C:13]2[CH:18]=[C:17]([F:19])[C:16]([F:20])=[CH:15][C:14]=2[F:21])[C@@H:10]([NH:27][C:30](=[O:39])[O:53][C:49]([CH3:52])([CH3:51])[CH3:50])[CH2:9]1)[C:2]1[CH:3]=[CH:4][CH:5]=[CH:6][CH:7]=1.